This data is from Forward reaction prediction with 1.9M reactions from USPTO patents (1976-2016). The task is: Predict the product of the given reaction. Given the reactants [NH2:1][C:2]1[N:7]([C:8]2[CH:13]=[CH:12][C:11]([CH2:14][CH2:15][NH:16][C@@H:17]([C:25]3[CH:30]=[CH:29][CH:28]=[CH:27][CH:26]=3)[C:18]([O:20]C(C)(C)C)=[O:19])=[CH:10][CH:9]=2)[C:6](=[O:31])[CH:5]=[CH:4][C:3]=1[C:32]([C:34]1[CH:39]=[CH:38][C:37]([F:40])=[CH:36][C:35]=1[F:41])=[O:33].FC(F)(F)C(O)=O, predict the reaction product. The product is: [NH2:1][C:2]1[N:7]([C:8]2[CH:13]=[CH:12][C:11]([CH2:14][CH2:15][NH:16][C@@H:17]([C:25]3[CH:30]=[CH:29][CH:28]=[CH:27][CH:26]=3)[C:18]([OH:20])=[O:19])=[CH:10][CH:9]=2)[C:6](=[O:31])[CH:5]=[CH:4][C:3]=1[C:32](=[O:33])[C:34]1[CH:39]=[CH:38][C:37]([F:40])=[CH:36][C:35]=1[F:41].